From a dataset of Full USPTO retrosynthesis dataset with 1.9M reactions from patents (1976-2016). Predict the reactants needed to synthesize the given product. (1) Given the product [OH:22][C:14]1[C:15]2[CH:21]=[CH:20][N:19]=[CH:18][C:16]=2[N:17]=[C:12]([O:11][C:9]2[CH:8]=[N:7][N:6]([C@H:3]3[CH2:4][CH2:5][N:1]([C:31](=[O:30])[CH2:32][C:33]#[N:34])[CH2:2]3)[CH:10]=2)[N:13]=1, predict the reactants needed to synthesize it. The reactants are: [NH:1]1[CH2:5][CH2:4][C@H:3]([N:6]2[CH:10]=[C:9]([O:11][C:12]3[N:13]=[C:14]([OH:22])[C:15]4[CH:21]=[CH:20][N:19]=[CH:18][C:16]=4[N:17]=3)[CH:8]=[N:7]2)[CH2:2]1.O=C1CCC(=O)N1[O:30][C:31](=O)[CH2:32][C:33]#[N:34]. (2) Given the product [CH:23]1([N:22]2[C:21]3[CH:29]=[CH:30][C:31]([C:33]([OH:35])=[O:34])=[CH:32][C:20]=3[N:19]=[C:18]2[C:13]2[CH:14]=[C:15]3[C:10](=[CH:11][CH:12]=2)[N:9]=[C:76]([C:73]2[C:72]4[CH:79]=[C:68]([O:67][CH3:66])[CH:69]=[CH:70][C:71]=4[O:75][CH:74]=2)[CH:77]=[CH:16]3)[CH2:24][CH2:25][CH2:26][CH2:27][CH2:28]1, predict the reactants needed to synthesize it. The reactants are: BrC1C=CC(O)=C(C2C=[CH:16][C:15]3[C:10](=[CH:11][CH:12]=[C:13]([C:18]4[N:22]([CH:23]5[CH2:28][CH2:27][CH2:26][CH2:25][CH2:24]5)[C:21]5[CH:29]=[CH:30][C:31]([C:33]([OH:35])=[O:34])=[CH:32][C:20]=5[N:19]=4)[CH:14]=3)[N:9]=2)C=1.C(OC(C1C=CC2N(C3CCCCC3)C(C3C=CC(N)=C(C=O)C=3)=NC=2C=1)=O)C.[CH3:66][O:67][C:68]1[CH:69]=[CH:70][C:71]2[O:75][CH:74]=[C:73]([C:76](=O)[CH3:77])[C:72]=2[CH:79]=1.[OH-].[K+]. (3) The reactants are: [Li].[Br:2][C:3]1[CH:4]=[C:5]([C:10]([O-])=[CH:11][C:12](=O)[C:13]([O:15]CC)=[O:14])[CH:6]=[C:7]([F:9])[CH:8]=1.ClC1C=C(C2N(C3C=CC=CN=3)N=C(C(O)=O)C=2)C=C(F)C=1.Cl.[N:43]1[CH:48]=[CH:47][CH:46]=[C:45]([NH:49][NH2:50])[CH:44]=1. Given the product [Br:2][C:3]1[CH:4]=[C:5]([C:10]2[N:49]([C:45]3[CH:44]=[N:43][CH:48]=[CH:47][CH:46]=3)[N:50]=[C:12]([C:13]([OH:15])=[O:14])[CH:11]=2)[CH:6]=[C:7]([F:9])[CH:8]=1, predict the reactants needed to synthesize it. (4) The reactants are: [CH3:1][C:2]([C:8]1[CH:9]=[C:10]2[C:15](=[C:16]([C:18]3[CH:19]=[C:20]([CH:24]=[CH:25][CH:26]=3)[C:21]([OH:23])=O)[CH:17]=1)[N:14]=[CH:13][CH:12]=[CH:11]2)([S:4]([CH3:7])(=[O:6])=[O:5])[CH3:3].C1N=CN(C(N2C=NC=C2)=O)C=1.[F:39][C:40]1[CH:45]=[CH:44][C:43]([C:46](=[N:48]O)[NH2:47])=[CH:42][CH:41]=1. Given the product [F:39][C:40]1[CH:45]=[CH:44][C:43]([C:46]2[N:48]=[C:21]([C:20]3[CH:19]=[C:18]([C:16]4[CH:17]=[C:8]([C:2]([CH3:1])([S:4]([CH3:7])(=[O:5])=[O:6])[CH3:3])[CH:9]=[C:10]5[C:15]=4[N:14]=[CH:13][CH:12]=[CH:11]5)[CH:26]=[CH:25][CH:24]=3)[O:23][N:47]=2)=[CH:42][CH:41]=1, predict the reactants needed to synthesize it. (5) Given the product [Br:28][C:25]1[CH:26]=[C:27]2[C:22](=[CH:23][CH:24]=1)[NH:21][CH:20]=[C:19]2[C:17]([NH:16][CH:11]([C:5]1[C:4]2[C:8](=[CH:9][CH:10]=[C:2]([Br:1])[CH:3]=2)[NH:7][CH:6]=1)[CH2:12][OH:13])=[O:18], predict the reactants needed to synthesize it. The reactants are: [Br:1][C:2]1[CH:3]=[C:4]2[C:8](=[CH:9][CH:10]=1)[NH:7][CH:6]=[C:5]2[CH:11]([NH:16][C:17]([C:19]1[C:27]2[C:22](=[CH:23][CH:24]=[C:25]([Br:28])[CH:26]=2)[NH:21][CH:20]=1)=[O:18])[C:12](OC)=[O:13].[BH4-].[Na+]. (6) Given the product [Cl:24][C:19]1[CH:20]=[CH:21][CH:22]=[CH:23][C:18]=1[C:10]1[C:11]([C:13]2[NH:14][CH:15]=[CH:16][N:17]=2)=[CH:12][N:8]([C:6]2[CH:5]=[CH:4][N:3]=[C:2]([NH:28][C:25](=[O:27])[CH3:26])[CH:7]=2)[N:9]=1, predict the reactants needed to synthesize it. The reactants are: Cl[C:2]1[CH:7]=[C:6]([N:8]2[CH:12]=[C:11]([C:13]3[NH:14][CH:15]=[CH:16][N:17]=3)[C:10]([C:18]3[CH:23]=[CH:22][CH:21]=[CH:20][C:19]=3[Cl:24])=[N:9]2)[CH:5]=[CH:4][N:3]=1.[C:25]([NH2:28])(=[O:27])[CH3:26].CC1(C)C2C(=C(P(C3C=CC=CC=3)C3C=CC=CC=3)C=CC=2)OC2C(P(C3C=CC=CC=3)C3C=CC=CC=3)=CC=CC1=2.C(=O)([O-])[O-].[Cs+].[Cs+].